This data is from Full USPTO retrosynthesis dataset with 1.9M reactions from patents (1976-2016). The task is: Predict the reactants needed to synthesize the given product. (1) Given the product [CH3:26][C:21]1([CH3:27])[C:22]([CH3:25])([CH3:24])[O:23][B:19]([C:2]2[CH:3]=[C:4]3[C:8](=[CH:9][CH:10]=2)[CH2:7][CH:6]([NH:11][C:12](=[O:18])[O:13][C:14]([CH3:17])([CH3:16])[CH3:15])[CH2:5]3)[O:20]1, predict the reactants needed to synthesize it. The reactants are: Br[C:2]1[CH:3]=[C:4]2[C:8](=[CH:9][CH:10]=1)[CH2:7][CH:6]([NH:11][C:12](=[O:18])[O:13][C:14]([CH3:17])([CH3:16])[CH3:15])[CH2:5]2.[B:19]1([B:19]2[O:23][C:22]([CH3:25])([CH3:24])[C:21]([CH3:27])([CH3:26])[O:20]2)[O:23][C:22]([CH3:25])([CH3:24])[C:21]([CH3:27])([CH3:26])[O:20]1. (2) Given the product [Cl:1][C:2]1[C:7]([C:8]2[CH:13]=[CH:12][C:11]([Cl:14])=[CH:10][C:9]=2[Cl:15])=[C:6]([NH:16][CH:17]([CH3:19])[CH3:18])[N:5]2[N:20]=[CH:21][C:22]([C:23]([OH:25])=[O:24])=[C:4]2[N:3]=1, predict the reactants needed to synthesize it. The reactants are: [Cl:1][C:2]1[C:7]([C:8]2[CH:13]=[CH:12][C:11]([Cl:14])=[CH:10][C:9]=2[Cl:15])=[C:6]([NH:16][CH:17]([CH3:19])[CH3:18])[N:5]2[N:20]=[CH:21][C:22]([C:23]([O:25]C)=[O:24])=[C:4]2[N:3]=1.[OH-].[K+].Cl. (3) Given the product [F:15][C:2]1([F:1])[CH2:3][N:4]([C:8](=[O:10])[C@@H:49]([OH:48])[CH3:50])[CH2:5][CH:6]1[O:7][C:17]1[CH:24]=[CH:23][C:22]([C:25]2[N:30]=[C:29]([NH:31][C:32]3[CH:37]=[CH:36][C:35]([N:38]4[CH2:43][CH2:42][N:41]([CH:44]5[CH2:47][O:46][CH2:45]5)[CH2:40][CH2:39]4)=[CH:34][CH:33]=3)[N:28]=[CH:27][N:26]=2)=[CH:21][C:18]=1[C:19]#[N:20], predict the reactants needed to synthesize it. The reactants are: [F:1][C:2]1([F:15])[CH:6]([OH:7])[CH2:5][N:4]([C:8]([O:10]C(C)(C)C)=O)[CH2:3]1.F[C:17]1[CH:24]=[CH:23][C:22]([C:25]2[N:30]=[C:29]([NH:31][C:32]3[CH:37]=[CH:36][C:35]([N:38]4[CH2:43][CH2:42][N:41]([CH:44]5[CH2:47][O:46][CH2:45]5)[CH2:40][CH2:39]4)=[CH:34][CH:33]=3)[N:28]=[CH:27][N:26]=2)=[CH:21][C:18]=1[C:19]#[N:20].[OH:48][C@@H:49](C)[C:50](O)=O. (4) Given the product [CH2:7]([C:5]1[S:6][C:2]([C:2]2[S:6][C:5]3[C:7]4[S:8][CH2:9][C:10]([C:38]5[S:37][C:36]([CH2:27][CH2:28][CH2:29][CH2:30][CH2:31][CH2:32][CH2:33][CH2:34][CH3:35])=[CH:40][CH:39]=5)([CH2:14][CH2:15][CH2:16][CH2:17][CH2:18][CH3:19])[C:11]=4[C:12](=[O:13])[C:4]=3[C:3]=2[CH2:21][CH2:22][CH2:23][CH2:24][CH2:25][CH3:26])=[CH:3][CH:4]=1)[CH2:11][CH2:10][CH2:14][CH2:15][CH2:16][CH2:17][CH2:18][CH3:19], predict the reactants needed to synthesize it. The reactants are: I[C:2]1[S:6][C:5]2[C:7]3[S:8][C:9](I)=[C:10]([CH2:14][CH2:15][CH2:16][CH2:17][CH2:18][CH3:19])[C:11]=3[C:12](=[O:13])[C:4]=2[C:3]=1[CH2:21][CH2:22][CH2:23][CH2:24][CH2:25][CH3:26].[CH2:27]([C:36]1[S:37][C:38]([Sn](CCCC)(CCCC)CCCC)=[CH:39][CH:40]=1)[CH2:28][CH2:29][CH2:30][CH2:31][CH2:32][CH2:33][CH2:34][CH3:35].CN(C=O)C.